This data is from Full USPTO retrosynthesis dataset with 1.9M reactions from patents (1976-2016). The task is: Predict the reactants needed to synthesize the given product. (1) Given the product [NH2:1][C@@H:2]([C:7]([OH:9])=[O:8])[C:3]([CH3:6])([CH3:5])[CH3:4], predict the reactants needed to synthesize it. The reactants are: [NH2:1][C@H:2]([C:7]([OH:9])=[O:8])[C:3]([CH3:6])([CH3:5])[CH3:4].[OH-].[Na+].S(=O)(=O)(O)O. (2) Given the product [C:20]([O:27][C:2]1[CH:16]=[CH:15][C:5]2[C:6](=[O:14])[NH:7][C:8]3[C:13]([C:4]=2[CH:3]=1)=[CH:12][CH:11]=[CH:10][N:9]=3)([CH3:23])([CH3:21])[CH3:19], predict the reactants needed to synthesize it. The reactants are: F[C:2]1[CH:16]=[CH:15][C:5]2[C:6](=[O:14])[NH:7][C:8]3[C:13]([C:4]=2[CH:3]=1)=[CH:12][CH:11]=[CH:10][N:9]=3.BrC1[CH:19]=[C:20]([CH:23]=CC=1)[CH2:21]O.C(=O)([O-])[O-:27].[K+].[K+].